From a dataset of Full USPTO retrosynthesis dataset with 1.9M reactions from patents (1976-2016). Predict the reactants needed to synthesize the given product. (1) Given the product [Cl:49][C:44]1[C:43]2[C:47](=[CH:48][C:40]([NH:39][C:37](=[O:38])[C@@H:19]([NH:18][C:16]([C@H:13]3[CH2:12][CH2:11][C@H:10]([CH2:9][NH:8][C:6](=[O:7])[O:5][C:1]([CH3:2])([CH3:3])[CH3:4])[CH2:15][CH2:14]3)=[O:17])[CH2:20][C:21]3[CH:22]=[CH:23][C:24]([C:27]4[CH:32]=[CH:31][C:30]([C:33](=[O:34])[NH:50][C@H:51]5[CH2:56][CH2:55][CH2:54][NH:53][C:52]5=[O:57])=[CH:29][C:28]=4[CH3:36])=[CH:25][CH:26]=3)=[CH:41][CH:42]=2)[NH:46][N:45]=1, predict the reactants needed to synthesize it. The reactants are: [C:1]([O:5][C:6]([NH:8][CH2:9][C@H:10]1[CH2:15][CH2:14][C@H:13]([C:16]([NH:18][C@H:19]([C:37]([NH:39][C:40]2[CH:48]=[C:47]3[C:43]([C:44]([Cl:49])=[N:45][NH:46]3)=[CH:42][CH:41]=2)=[O:38])[CH2:20][C:21]2[CH:26]=[CH:25][C:24]([C:27]3[CH:32]=[CH:31][C:30]([C:33](O)=[O:34])=[CH:29][C:28]=3[CH3:36])=[CH:23][CH:22]=2)=[O:17])[CH2:12][CH2:11]1)=[O:7])([CH3:4])([CH3:3])[CH3:2].[NH2:50][C@H:51]1[CH2:56][CH2:55][CH2:54][NH:53][C:52]1=[O:57].C(N(CC)C(C)C)(C)C.F[P-](F)(F)(F)(F)F.CN(C(ON1C2=NC=CC=C2N=N1)=[N+](C)C)C. (2) Given the product [Cl:1][C:2]1[C:7]([C:31]2[C:26]([O:25][CH3:24])=[N:27][CH:28]=[CH:29][C:30]=2[CH3:35])=[N:6][CH:5]=[C:4]([C:9]2[C:21]([CH3:22])=[CH:20][C:12]([C:13]([NH:15][S:16]([CH3:19])(=[O:18])=[O:17])=[O:14])=[C:11]([F:23])[CH:10]=2)[CH:3]=1, predict the reactants needed to synthesize it. The reactants are: [Cl:1][C:2]1[CH:3]=[C:4]([C:9]2[C:21]([CH3:22])=[CH:20][C:12]([C:13]([NH:15][S:16]([CH3:19])(=[O:18])=[O:17])=[O:14])=[C:11]([F:23])[CH:10]=2)[CH:5]=[N:6][C:7]=1Cl.[CH3:24][O:25][C:26]1[C:31](B(O)O)=[C:30]([CH3:35])[CH:29]=[CH:28][N:27]=1.P([O-])([O-])([O-])=O.[K+].[K+].[K+].O1CCOCC1. (3) The reactants are: [CH3:1][C:2]1[CH:7]=[C:6]([N+:8]([O-:10])=[O:9])[C:5]([O:11][CH:12]([CH3:14])[CH3:13])=[CH:4][C:3]=1B1OC(C)(C)C(C)(C)O1.[C:24]([O:28][C:29]([N:31]1[CH2:36][CH:35]=[C:34](OS(C(F)(F)F)(=O)=O)[CH2:33][CH2:32]1)=[O:30])([CH3:27])([CH3:26])[CH3:25].C([O-])([O-])=O.[Cs+].[Cs+]. Given the product [C:24]([O:28][C:29]([N:31]1[CH2:32][CH:33]=[C:34]([C:3]2[CH:4]=[C:5]([O:11][CH:12]([CH3:13])[CH3:14])[C:6]([N+:8]([O-:10])=[O:9])=[CH:7][C:2]=2[CH3:1])[CH2:35][CH2:36]1)=[O:30])([CH3:27])([CH3:25])[CH3:26], predict the reactants needed to synthesize it. (4) Given the product [CH2:1]([O:3][C:4]([C:6]1([NH:37][C:39](=[O:40])[C:32]2[CH:7]=[CH:6][CH:4]=[C:34]([CH3:35])[C:33]=2[O:28][CH2:25][C:9]#[C:8][CH3:13])[CH2:7][C:8]2[C:13](=[CH:12][CH:11]=[CH:10][CH:9]=2)[CH2:14]1)=[O:5])[CH3:2], predict the reactants needed to synthesize it. The reactants are: [CH2:1]([O:3][C:4]([C:6]1(C(=O)C2C=CC=C(C)C=2O)[CH2:14][C:13]2[C:8](=[CH:9][CH:10]=[CH:11][CH:12]=2)[CH2:7]1)=[O:5])[CH3:2].[C:25]([O-:28])([O-])=O.[K+].[K+].Br[CH2:32][C:33]#[C:34][CH3:35].C[N:37]([CH:39]=[O:40])C. (5) The reactants are: [Br:1][CH2:2][CH2:3][CH2:4][C:5](Cl)=[O:6].[NH2:8][C:9]1[CH:17]=[CH:16][CH:15]=[CH:14][C:10]=1[C:11]([NH2:13])=[O:12].N1C=CC=CC=1.Cl. Given the product [Br:1][CH2:2][CH2:3][CH2:4][C:5]([NH:8][C:9]1[CH:17]=[CH:16][CH:15]=[CH:14][C:10]=1[C:11]([NH2:13])=[O:12])=[O:6], predict the reactants needed to synthesize it. (6) The reactants are: [F:1][C:2]1[CH:3]=[C:4]([C:8]2[C@:9]3([CH2:25][CH2:24][C@H:23]4[C@@H:14]([CH2:15][CH2:16][C:17]5[CH:18]=[C:19]([OH:26])[CH:20]=[CH:21][C:22]=54)[C@@H:11]3[CH2:12][CH:13]=2)[CH3:10])[CH:5]=[N:6][CH:7]=1.Cl[CH:28]([CH3:32])[C:29]([NH2:31])=[O:30].C(=O)([O-])[O-].[K+].[K+].[I-].[Na+]. Given the product [F:1][C:2]1[CH:3]=[C:4]([C:8]2[C@:9]3([CH2:25][CH2:24][C@H:23]4[C@@H:14]([CH2:15][CH2:16][C:17]5[CH:18]=[C:19]([O:26][CH:28]([CH3:32])[C:29]([NH2:31])=[O:30])[CH:20]=[CH:21][C:22]=54)[C@@H:11]3[CH2:12][CH:13]=2)[CH3:10])[CH:5]=[N:6][CH:7]=1, predict the reactants needed to synthesize it.